Dataset: Forward reaction prediction with 1.9M reactions from USPTO patents (1976-2016). Task: Predict the product of the given reaction. (1) Given the reactants C([O:8][C:9]1[CH:10]=[C:11]([C:15]2[N:19]([C:20]3[CH:25]=[CH:24][CH:23]=[C:22]([Cl:26])[CH:21]=3)[N:18]=[C:17]([C:27]([O:29][CH2:30][CH3:31])=[O:28])[CH:16]=2)[CH:12]=[CH:13][CH:14]=1)C1C=CC=CC=1, predict the reaction product. The product is: [Cl:26][C:22]1[CH:21]=[C:20]([N:19]2[C:15]([C:11]3[CH:12]=[CH:13][CH:14]=[C:9]([OH:8])[CH:10]=3)=[CH:16][C:17]([C:27]([O:29][CH2:30][CH3:31])=[O:28])=[N:18]2)[CH:25]=[CH:24][CH:23]=1. (2) Given the reactants [F:1][C:2]([F:7])([F:6])[C:3]([OH:5])=[O:4].[F:8][C:9]([F:14])([F:13])[C:10]([OH:12])=[O:11].FC(F)(F)C(O)=O.[Cl:22][C:23]1[CH:24]=[N:25][C:26]2[NH:27][C:28]3[CH:29]=[N:30][CH:31]=[C:32]([CH:54]=3)[CH2:33][CH2:34][C:35]3[CH:43]=[C:39]([NH:40][C:41]=1[N:42]=2)[CH:38]=[CH:37][C:36]=3[NH:44][C:45](=[O:53])[CH2:46][CH:47]1[CH2:52][CH2:51][NH:50][CH2:49][CH2:48]1.[CH3:55][C:56]1[O:60][N:59]=[C:58]([C:61](Cl)=[O:62])[CH:57]=1, predict the reaction product. The product is: [F:1][C:2]([F:7])([F:6])[C:3]([OH:5])=[O:4].[F:8][C:9]([F:14])([F:13])[C:10]([OH:12])=[O:11].[Cl:22][C:23]1[CH:24]=[N:25][C:26]2[NH:27][C:28]3[CH:29]=[N:30][CH:31]=[C:32]([CH:54]=3)[CH2:33][CH2:34][C:35]3[CH:43]=[C:39]([NH:40][C:41]=1[N:42]=2)[CH:38]=[CH:37][C:36]=3[NH:44][C:45](=[O:53])[CH2:46][CH:47]1[CH2:52][CH2:51][N:50]([C:61]([C:58]2[CH:57]=[C:56]([CH3:55])[O:60][N:59]=2)=[O:62])[CH2:49][CH2:48]1. (3) Given the reactants [NH2:1][C:2]1[N:7]=[CH:6][N:5]=[C:4]2[N:8]([C@H:32]3[CH2:37][CH2:36][C@H:35]([N:38]4[CH2:43][CH2:42][N:41]([CH3:44])[CH2:40][CH2:39]4)[CH2:34][CH2:33]3)[N:9]=[C:10]([C:11]3[CH:16]=[CH:15][C:14]([NH:17][C:18]([C:20]4[N:21]([CH3:29])[C:22]5[C:27]([CH:28]=4)=[CH:26][CH:25]=[CH:24][CH:23]=5)=[O:19])=[C:13]([O:30][CH3:31])[CH:12]=3)[C:3]=12.[CH3:45][S:46]([OH:49])(=[O:48])=[O:47], predict the reaction product. The product is: [S:46]([OH:49])(=[O:48])(=[O:47])[CH3:45].[S:46]([OH:49])(=[O:48])(=[O:47])[CH3:45].[NH2:1][C:2]1[N:7]=[CH:6][N:5]=[C:4]2[N:8]([C@H:32]3[CH2:33][CH2:34][C@H:35]([N:38]4[CH2:43][CH2:42][N:41]([CH3:44])[CH2:40][CH2:39]4)[CH2:36][CH2:37]3)[N:9]=[C:10]([C:11]3[CH:16]=[CH:15][C:14]([NH:17][C:18]([C:20]4[N:21]([CH3:29])[C:22]5[C:27]([CH:28]=4)=[CH:26][CH:25]=[CH:24][CH:23]=5)=[O:19])=[C:13]([O:30][CH3:31])[CH:12]=3)[C:3]=12. (4) Given the reactants Br[C:2]1[CH:7]=[C:6](Br)[CH:5]=[C:4]([Br:9])[CH:3]=1.[CH:10]1[C:19]2[C:14](=[CH:15][CH:16]=[CH:17][CH:18]=2)[CH:13]=[CH:12][C:11]=1[NH:20][C:21]1[CH:30]=[CH:29][C:28]2[C:23](=[CH:24][CH:25]=[CH:26][CH:27]=2)[CH:22]=1.[CH:44]1[CH:49]=[CH:48][C:47](P([C:44]2[CH:49]=[CH:48][CH:47]=[CH:46][CH:45]=2)[C:44]2[CH:49]=[CH:48][CH:47]=[CH:46][CH:45]=2)=[CH:46][CH:45]=1.[CH3:50][C:51]([O-])([CH3:53])[CH3:52].[Na+], predict the reaction product. The product is: [Br:9][C:4]1[CH:5]=[C:6]([N:20]([C:44]2[CH:45]=[CH:46][C:47]3[C:48](=[CH:15][CH:14]=[CH:13][CH:12]=3)[CH:49]=2)[C:11]2[CH:10]=[CH:19][C:53]3[C:51](=[CH:52][CH:18]=[CH:17][CH:16]=3)[CH:50]=2)[CH:7]=[C:2]([N:20]([C:11]2[CH:12]=[CH:13][C:14]3[C:19](=[CH:18][CH:17]=[CH:16][CH:15]=3)[CH:10]=2)[C:21]2[CH:30]=[CH:29][C:28]3[C:23](=[CH:24][CH:25]=[CH:26][CH:27]=3)[CH:22]=2)[CH:3]=1.